This data is from Catalyst prediction with 721,799 reactions and 888 catalyst types from USPTO. The task is: Predict which catalyst facilitates the given reaction. (1) Product: [NH2:1][C:2]1[C:3]([Br:28])=[C:4]2[C:10](=[CH:11][CH:12]=1)[CH:9]1[CH2:13][CH2:14][CH:5]2[CH2:6][N:7]([C:15](=[O:20])[C:16]([F:19])([F:17])[F:18])[CH2:8]1. The catalyst class is: 322. Reactant: [NH2:1][C:2]1[CH:3]=[C:4]2[C:10](=[CH:11][CH:12]=1)[CH:9]1[CH2:13][CH2:14][CH:5]2[CH2:6][N:7]([C:15](=[O:20])[C:16]([F:19])([F:18])[F:17])[CH2:8]1.C1C(=O)N([Br:28])C(=O)C1. (2) Reactant: [CH2:1]([S:3][C:4]1[N:9]=[N:8][C:7]([C:10]([OH:12])=O)=[CH:6][CH:5]=1)[CH3:2].C1N=CN(C(N2C=NC=C2)=O)C=1.CS(O)(=O)=O.[NH2:30][CH2:31][C:32]1[CH:33]=[C:34]2[C:38](=[CH:39][CH:40]=1)[C:37](=[O:41])[N:36]([CH:42]1[CH2:47][CH2:46][C:45](=[O:48])[NH:44][C:43]1=[O:49])[C:35]2=[O:50].O. Product: [O:49]=[C:43]1[CH:42]([N:36]2[C:35](=[O:50])[C:34]3[C:38](=[CH:39][CH:40]=[C:32]([CH2:31][NH:30][C:10]([C:7]4[N:8]=[N:9][C:4]([S:3][CH2:1][CH3:2])=[CH:5][CH:6]=4)=[O:12])[CH:33]=3)[C:37]2=[O:41])[CH2:47][CH2:46][C:45](=[O:48])[NH:44]1. The catalyst class is: 9. (3) Reactant: [CH2:1]([O:3][CH2:4][C:5]([OH:7])=O)[CH3:2].[OH:8][C:9]1[C:14]2[CH:15]=[CH:16][C:17]([O:20][CH:21]3[CH2:26][CH2:25][CH2:24][CH2:23][O:22]3)=[C:18]([CH3:19])[C:13]=2[O:12][C:11](=[O:27])[CH:10]=1.Cl.CN(C)CCCN=C=NCC. Product: [CH2:1]([O:3][CH2:4][C:5]([C:10]1[C:11](=[O:27])[O:12][C:13]2[C:18]([CH3:19])=[C:17]([O:20][CH:21]3[CH2:26][CH2:25][CH2:24][CH2:23][O:22]3)[CH:16]=[CH:15][C:14]=2[C:9]=1[OH:8])=[O:7])[CH3:2]. The catalyst class is: 4. (4) Reactant: [CH2:1]([N:8]1[C:14](=[O:15])[C:13]2[CH:16]=[CH:17][C:18](F)=[N:19][C:12]=2[O:11][CH2:10][CH2:9]1)[C:2]1[CH:7]=[CH:6][CH:5]=[CH:4][CH:3]=1.[CH3:21][CH:22]([SH:24])[CH3:23].C(=O)([O-])[O-].[K+].[K+].CN(C=O)C. Product: [CH2:1]([N:8]1[C:14](=[O:15])[C:13]2[CH:16]=[CH:17][C:18]([S:24][CH:22]([CH3:23])[CH3:21])=[N:19][C:12]=2[O:11][CH2:10][CH2:9]1)[C:2]1[CH:7]=[CH:6][CH:5]=[CH:4][CH:3]=1. The catalyst class is: 6. (5) The catalyst class is: 5. Product: [Cl:1][CH2:2][CH2:3][CH2:4][CH2:5][N:6]1[C@@H:10](/[CH:11]=[CH:12]/[CH:13]([OH:21])[CH2:14][C:15]2[CH:20]=[CH:19][CH:18]=[CH:17][CH:16]=2)[CH2:9][CH2:8][C:7]1=[O:22]. Reactant: [Cl:1][CH2:2][CH2:3][CH2:4][CH2:5][N:6]1[C@@H:10](/[CH:11]=[CH:12]/[C:13](=[O:21])[CH2:14][C:15]2[CH:20]=[CH:19][CH:18]=[CH:17][CH:16]=2)[CH2:9][CH2:8][C:7]1=[O:22]. (6) Reactant: [CH3:1][C:2]([CH3:39])([C@H:4]([N:7]([C:20](=[O:38])[C:21]1[CH:26]=[CH:25][C:24]([CH:27]=O)=[C:23]([B:29]2OC(C)(C)C(C)(C)[O:30]2)[CH:22]=1)[NH:8][C:9](=[O:19])[C:10]1[CH:15]=[CH:14][CH:13]=[C:12]([O:16][CH3:17])[C:11]=1[CH3:18])[CH2:5][CH3:6])[CH3:3].[CH3:40][NH:41][NH2:42]. Product: [CH3:1][C:2]([CH3:39])([C@H:4]([N:7]([C:20]([C:21]1[CH:26]=[CH:25][C:24]2[CH:27]=[N:42][N:41]([CH3:40])[B:29]([OH:30])[C:23]=2[CH:22]=1)=[O:38])[NH:8][C:9](=[O:19])[C:10]1[CH:15]=[CH:14][CH:13]=[C:12]([O:16][CH3:17])[C:11]=1[CH3:18])[CH2:5][CH3:6])[CH3:3]. The catalyst class is: 14.